This data is from Catalyst prediction with 721,799 reactions and 888 catalyst types from USPTO. The task is: Predict which catalyst facilitates the given reaction. Reactant: [Br:1][C:2]1[CH:15]=[CH:14][C:5]([O:6][CH2:7][CH:8]([OH:13])[CH2:9][N:10]([CH3:12])[CH3:11])=[CH:4][CH:3]=1.[H-].[Na+].I[CH3:19]. Product: [Br:1][C:2]1[CH:3]=[CH:4][C:5]([O:6][CH2:7][CH:8]([O:13][CH3:19])[CH2:9][N:10]([CH3:12])[CH3:11])=[CH:14][CH:15]=1. The catalyst class is: 1.